This data is from Full USPTO retrosynthesis dataset with 1.9M reactions from patents (1976-2016). The task is: Predict the reactants needed to synthesize the given product. (1) Given the product [NH2:26][C:27]1[CH:28]=[C:29]([C:15]2[N:16]=[C:11]([NH:10][C:7]3[CH:8]=[CH:9][C:4]4[O:47][CH:37]=[N:36][C:5]=4[CH:6]=3)[C:12]3[N:13]([CH:18]=[CH:19][N:20]=3)[CH:14]=2)[CH:30]=[CH:31][CH:32]=1, predict the reactants needed to synthesize it. The reactants are: O1[C:5]2[CH:6]=[C:7]([NH:10][C:11]3[C:12]4[N:13]([CH:18]=[CH:19][N:20]=4)[CH:14]=[C:15](Br)[N:16]=3)[CH:8]=[CH:9][C:4]=2N=C1.S(O)(O)(=O)=O.[NH2:26][C:27]1[CH:28]=[C:29](B(O)O)[CH:30]=[CH:31][CH:32]=1.[NH2:36][C:37]1C=C(B(O)O)C=CC=1.C([O-])([O-])=[O:47].[Na+].[Na+]. (2) The reactants are: [Si:1]([O:8][C@@H:9]([CH2:13][Cl:14])[CH2:10][CH:11]=[O:12])([C:4]([CH3:7])([CH3:6])[CH3:5])([CH3:3])[CH3:2].O[C@@H](CC(O)=O)C(O)=O. Given the product [Si:1]([O:8][C@H:9]([CH2:13][Cl:14])[CH2:10][CH:11]=[O:12])([C:4]([CH3:7])([CH3:6])[CH3:5])([CH3:3])[CH3:2], predict the reactants needed to synthesize it. (3) Given the product [Cl:9][C:5]1[C:4]([CH3:10])=[CH:3][C:2]([C:15]2[N:14]=[CH:13][N:12]([CH3:11])[CH:16]=2)=[CH:7][C:6]=1[CH3:8], predict the reactants needed to synthesize it. The reactants are: Br[C:2]1[CH:3]=[C:4]([CH3:10])[C:5]([Cl:9])=[C:6]([CH3:8])[CH:7]=1.[CH3:11][N:12]1[CH:16]=[C:15](B2OC(C)(C)C(C)(C)O2)[N:14]=[CH:13]1. (4) Given the product [CH3:13][C:14]1[CH:19]=[C:18]([CH3:20])[CH:17]=[CH:16][C:15]=1[N:21]1[CH2:22][CH2:23][N:24]([C:8]([C:7]2[CH:6]=[CH:5][C:4]([N+:1]([O-:3])=[O:2])=[CH:12][CH:11]=2)=[O:10])[CH2:25][CH2:26]1, predict the reactants needed to synthesize it. The reactants are: [N+:1]([C:4]1[CH:12]=[CH:11][C:7]([C:8]([OH:10])=O)=[CH:6][CH:5]=1)([O-:3])=[O:2].[CH3:13][C:14]1[CH:19]=[C:18]([CH3:20])[CH:17]=[CH:16][C:15]=1[N:21]1[CH2:26][CH2:25][NH:24][CH2:23][CH2:22]1.ON1C2C=CC=CC=2N=N1.Cl.C(N=C=NCCCN(C)C)C. (5) Given the product [F:1][C:2]([F:7])([F:6])[C:3]([OH:5])=[O:4].[F:8][C:9]([F:14])([F:13])[C:10]([OH:12])=[O:11].[Cl:22][C:23]1[CH:24]=[N:25][C:26]2[NH:27][C:28]3[CH:29]=[N:30][CH:31]=[C:32]([CH:54]=3)[CH2:33][CH2:34][C:35]3[CH:43]=[C:39]([NH:40][C:41]=1[N:42]=2)[CH:38]=[CH:37][C:36]=3[NH:44][C:45](=[O:53])[CH2:46][CH:47]1[CH2:52][CH2:51][N:50]([C:56]([NH:55][C:58]2[C:59]([CH3:64])=[N:60][O:61][C:62]=2[CH3:63])=[O:57])[CH2:49][CH2:48]1, predict the reactants needed to synthesize it. The reactants are: [F:1][C:2]([F:7])([F:6])[C:3]([OH:5])=[O:4].[F:8][C:9]([F:14])([F:13])[C:10]([OH:12])=[O:11].FC(F)(F)C(O)=O.[Cl:22][C:23]1[CH:24]=[N:25][C:26]2[NH:27][C:28]3[CH:29]=[N:30][CH:31]=[C:32]([CH:54]=3)[CH2:33][CH2:34][C:35]3[CH:43]=[C:39]([NH:40][C:41]=1[N:42]=2)[CH:38]=[CH:37][C:36]=3[NH:44][C:45](=[O:53])[CH2:46][CH:47]1[CH2:52][CH2:51][NH:50][CH2:49][CH2:48]1.[N:55]([C:58]1[C:59]([CH3:64])=[N:60][O:61][C:62]=1[CH3:63])=[C:56]=[O:57]. (6) Given the product [Cl:1][C:2]1[C:7]([Cl:8])=[C:6]([C:9]([OH:18])([C:10]([F:12])([F:11])[F:13])[C:14]([F:15])([F:17])[F:16])[CH:5]=[CH:4][C:3]=1[C:19]1[S:23][C:22]([C:24]([N:26]2[CH2:31][CH2:30][S:29](=[O:47])[CH2:28][CH2:27]2)=[O:25])=[N:21][C:20]=1[C:32]([N:34]([CH2:37][CH3:38])[CH2:35][CH3:36])=[O:33], predict the reactants needed to synthesize it. The reactants are: [Cl:1][C:2]1[C:7]([Cl:8])=[C:6]([C:9]([OH:18])([C:14]([F:17])([F:16])[F:15])[C:10]([F:13])([F:12])[F:11])[CH:5]=[CH:4][C:3]=1[C:19]1[S:23][C:22]([C:24]([N:26]2[CH2:31][CH2:30][S:29][CH2:28][CH2:27]2)=[O:25])=[N:21][C:20]=1[C:32]([N:34]([CH2:37][CH3:38])[CH2:35][CH3:36])=[O:33].C1C=C(Cl)C=C(C(OO)=[O:47])C=1. (7) Given the product [CH2:4]([O:6][C:7]([C:8]1[S:9][C:10]([CH3:11])=[C:12]2[C:17]=1[CH2:16][C@H:15]1[C:14]([CH3:20])([CH3:19])[C@H:13]12)=[O:21])[CH3:5], predict the reactants needed to synthesize it. The reactants are: CCO.[CH2:4]([O:6][C:7](=[O:21])[CH2:8][S:9]/[C:10](=[C:12]1/[C@H:13]2[C@@H:15]([CH2:16][C:17]/1=O)[C:14]2([CH3:20])[CH3:19])/[CH3:11])[CH3:5]. (8) Given the product [CH:24]1([NH:23][C:22]([C:20]2[CH:19]=[CH:18][C:17]([CH3:28])=[C:16]([NH:15][C:13]([C:9]3[S:10][C:11]([B:29]([OH:33])[OH:30])=[CH:12][CH:8]=3)=[O:14])[CH:21]=2)=[O:27])[CH2:26][CH2:25]1, predict the reactants needed to synthesize it. The reactants are: ClC1C=CC=CC=1[C:8]1[CH:12]=[CH:11][S:10][C:9]=1[C:13]([NH:15][C:16]1[CH:21]=[C:20]([C:22](=[O:27])[NH:23][CH:24]2[CH2:26][CH2:25]2)[CH:19]=[CH:18][C:17]=1[CH3:28])=[O:14].[B:29]1(B2OC(C)(C)C(C)(C)O2)[O:33]C(C)(C)C(C)(C)[O:30]1.CC([O-])=O.[K+]. (9) Given the product [C:10]1([C:16]#[C:17][C:2]2[CH:3]=[CH:4][C:5]([CH2:8][OH:9])=[N:6][CH:7]=2)[CH:15]=[CH:14][CH:13]=[CH:12][CH:11]=1, predict the reactants needed to synthesize it. The reactants are: Br[C:2]1[CH:3]=[CH:4][C:5]([CH2:8][OH:9])=[N:6][CH:7]=1.[C:10]1([C:16]#[CH:17])[CH:15]=[CH:14][CH:13]=[CH:12][CH:11]=1.